This data is from Catalyst prediction with 721,799 reactions and 888 catalyst types from USPTO. The task is: Predict which catalyst facilitates the given reaction. The catalyst class is: 3. Product: [F:9][C:10]1[CH:11]=[CH:12][C:13]([CH:16]([C:21]2[CH:22]=[CH:23][C:24]([F:27])=[CH:25][CH:26]=2)[CH2:17][CH2:18][CH2:19][N:3]2[CH2:7][CH2:6][NH:5][C:4]2=[O:8])=[CH:14][CH:15]=1. Reactant: [H-].[Na+].[NH:3]1[CH2:7][CH2:6][NH:5][C:4]1=[O:8].[F:9][C:10]1[CH:15]=[CH:14][C:13]([CH:16]([C:21]2[CH:26]=[CH:25][C:24]([F:27])=[CH:23][CH:22]=2)[CH2:17][CH2:18][CH2:19]Cl)=[CH:12][CH:11]=1.